This data is from Reaction yield outcomes from USPTO patents with 853,638 reactions. The task is: Predict the reaction yield, written as a fraction of the theoretical maximum amount of product (1.0 means a 100% yield; for example, 0.34 means a 34% yield). (1) The reactants are [Br:1][C:2]1[CH:7]=[CH:6][C:5]([S:8](Cl)(=[O:10])=[O:9])=[CH:4][CH:3]=1.[NH:12]1[CH2:17][CH2:16][O:15][CH2:14][CH2:13]1. No catalyst specified. The product is [Br:1][C:2]1[CH:7]=[CH:6][C:5]([S:8]([N:12]2[CH2:17][CH2:16][O:15][CH2:14][CH2:13]2)(=[O:10])=[O:9])=[CH:4][CH:3]=1. The yield is 0.980. (2) The reactants are [CH3:1][N:2]1[C:6](=[O:7])[NH:5][C:4](=[O:8])[NH:3]1.[Na].[CH3:10][O:11][C:12](=[O:21])[C:13]1[CH:18]=[CH:17][C:16]([CH2:19]Cl)=[CH:15][CH:14]=1. The catalyst is CS(C)=O. The product is [CH3:1][N:2]1[C:6](=[O:7])[N:5]([CH2:19][C:16]2[CH:17]=[CH:18][C:13]([C:12]([O:11][CH3:10])=[O:21])=[CH:14][CH:15]=2)[C:4](=[O:8])[NH:3]1. The yield is 0.720. (3) The yield is 0.310. The reactants are Br[C:2]1[CH:24]=[C:23]([CH3:25])[C:5]([O:6][C:7]2[N:11]([CH3:12])[C:10]3[C:13]([CH:18]([CH2:21][CH3:22])[CH2:19][CH3:20])=[CH:14][CH:15]=[C:16]([Cl:17])[C:9]=3[N:8]=2)=[C:4]([Cl:26])[CH:3]=1.C([Li])CCC.[CH3:32][Si:33](N=C=O)([CH3:35])[CH3:34].O. The product is [Cl:17][C:16]1[C:9]2[N:8]=[C:7]([O:6][C:5]3[C:23]([CH3:25])=[CH:24][C:2]([Si:33]([CH3:35])([CH3:34])[CH3:32])=[CH:3][C:4]=3[Cl:26])[N:11]([CH3:12])[C:10]=2[C:13]([CH:18]([CH2:21][CH3:22])[CH2:19][CH3:20])=[CH:14][CH:15]=1. The catalyst is O1CCCC1. (4) The reactants are C[C:2]1(C)[C:14](=[CH2:15])[C:13](=[O:16])[C:12]2[C:11]3[C:6](=[CH:7][CH:8]=[CH:9][CH:10]=3)[N:5]([CH2:17][C:18]3[CH:27]=[CH:26][C:21]([C:22]([O:24][CH3:25])=[O:23])=[CH:20][CH:19]=3)[C:4]=2[CH2:3]1.Cl.[F:30][C:31]1([F:36])[CH2:35][CH2:34][NH:33][CH2:32]1.C(=O)([O-])[O-].[K+].[K+]. The catalyst is C1(C)C=CC=CC=1. The product is [F:30][C:31]1([F:36])[CH2:35][CH2:34][N:33]([CH2:15][CH:14]2[C:13](=[O:16])[C:12]3[C:11]4[C:6](=[CH:7][CH:8]=[CH:9][CH:10]=4)[N:5]([CH2:17][C:18]4[CH:19]=[CH:20][C:21]([C:22]([O:24][CH3:25])=[O:23])=[CH:26][CH:27]=4)[C:4]=3[CH2:3][CH2:2]2)[CH2:32]1. The yield is 0.550. (5) The reactants are [Cl:1][C:2]1[CH:3]=[C:4]([C:13]([OH:15])=O)[C:5](=[O:12])[N:6]([CH:9]([CH3:11])[CH3:10])[C:7]=1[CH3:8].C(Cl)(=O)C(Cl)=O.[NH2:22][CH2:23][CH:24]1[CH2:29][CH2:28][N:27]([C:30]([O:32][C:33]([CH3:36])([CH3:35])[CH3:34])=[O:31])[CH2:26][CH2:25]1.C(N(CC)C(C)C)(C)C. The catalyst is ClCCl.CN(C)C=O. The product is [Cl:1][C:2]1[CH:3]=[C:4]([C:13]([NH:22][CH2:23][CH:24]2[CH2:29][CH2:28][N:27]([C:30]([O:32][C:33]([CH3:36])([CH3:35])[CH3:34])=[O:31])[CH2:26][CH2:25]2)=[O:15])[C:5](=[O:12])[N:6]([CH:9]([CH3:10])[CH3:11])[C:7]=1[CH3:8]. The yield is 0.990. (6) The product is [NH2:23][C:18]1[CH:17]=[C:16]([C:4]2[N:3]([CH2:1][CH3:2])[C:11]3[C:6]([C:5]=2[C:14]#[N:15])=[CH:7][CH:8]=[C:9]([O:12][CH3:13])[CH:10]=3)[CH:21]=[CH:20][C:19]=1[OH:22]. The yield is 0.910. The reactants are [CH2:1]([N:3]1[C:11]2[C:6](=[CH:7][CH:8]=[C:9]([O:12][CH3:13])[CH:10]=2)[C:5]([C:14]#[N:15])=[C:4]1[C:16]1[CH:21]=[CH:20][C:19]([OH:22])=[C:18]([N+:23]([O-])=O)[CH:17]=1)[CH3:2]. The catalyst is [Pd].CCOC(C)=O. (7) The reactants are [NH2:1][C:2]1[C:7]2=[C:8]([C:23]3[CH:24]=[CH:25][C:26]4[C:30]([CH:31]=3)=[N:29][N:28]([CH2:32][C:33]3[CH:38]=[CH:37][CH:36]=[CH:35][CH:34]=3)[CH:27]=4)[CH:9]=[C:10]([CH2:11][CH2:12][CH2:13][NH:14][CH2:15][CH:16]3[CH2:19][N:18](C(O)=O)[CH2:17]3)[N:6]2[N:5]=[CH:4][N:3]=1.FC(F)(F)C(O)=O. The catalyst is C(Cl)Cl. The product is [NH:18]1[CH2:19][CH:16]([CH2:15][NH:14][CH2:13][CH2:12][CH2:11][C:10]2[N:6]3[C:7]([C:2]([NH2:1])=[N:3][CH:4]=[N:5]3)=[C:8]([C:23]3[CH:24]=[CH:25][C:26]4[C:30]([CH:31]=3)=[N:29][N:28]([CH2:32][C:33]3[CH:38]=[CH:37][CH:36]=[CH:35][CH:34]=3)[CH:27]=4)[CH:9]=2)[CH2:17]1. The yield is 0.0900. (8) The reactants are [Br:1][C:2]1[CH:7]=[C:6]([F:8])[CH:5]=[CH:4][C:3]=1[NH2:9].[CH:10](=O)/[CH:11]=[CH:12]/[CH3:13].O.[NH4+].[OH-]. The catalyst is Cl.[Cl-].[Cl-].[Zn+2]. The product is [Br:1][C:2]1[CH:7]=[C:6]([F:8])[CH:5]=[C:4]2[C:3]=1[N:9]=[C:12]([CH3:13])[CH:11]=[CH:10]2. The yield is 0.850. (9) The yield is 0.998. The reactants are C(Cl)(=O)C(Cl)=O.CS(C)=O.[C:11]([O:15][C:16](=[O:33])[CH2:17][CH2:18][N:19]([C:23]([O:25][CH2:26][C:27]1[CH:32]=[CH:31][CH:30]=[CH:29][CH:28]=1)=[O:24])[CH2:20][CH2:21][OH:22])([CH3:14])([CH3:13])[CH3:12].C(N(CC)CC)C.P([O-])(O)(O)=O.[K+]. The product is [C:11]([O:15][C:16](=[O:33])[CH2:17][CH2:18][N:19]([C:23]([O:25][CH2:26][C:27]1[CH:32]=[CH:31][CH:30]=[CH:29][CH:28]=1)=[O:24])[CH2:20][CH:21]=[O:22])([CH3:14])([CH3:12])[CH3:13]. The catalyst is ClCCl. (10) The reactants are [Cl:1][C:2]1[CH:3]=[C:4]([NH2:20])[CH:5]=[C:6]([Cl:19])[C:7]=1[S:8][C:9]1[CH:18]=[CH:17][C:16]2[C:11](=[CH:12][CH:13]=[CH:14][CH:15]=2)[CH:10]=1.N1C=CC=CC=1.[I:27][C:28]1[CH:33]=[CH:32][C:31]([S:34](Cl)(=[O:36])=[O:35])=[CH:30][CH:29]=1. The catalyst is C1COCC1. The product is [Cl:19][C:6]1[CH:5]=[C:4]([NH:20][S:34]([C:31]2[CH:32]=[CH:33][C:28]([I:27])=[CH:29][CH:30]=2)(=[O:36])=[O:35])[CH:3]=[C:2]([Cl:1])[C:7]=1[S:8][C:9]1[CH:18]=[CH:17][C:16]2[C:11](=[CH:12][CH:13]=[CH:14][CH:15]=2)[CH:10]=1. The yield is 0.930.